This data is from Reaction yield outcomes from USPTO patents with 853,638 reactions. The task is: Predict the reaction yield, written as a fraction of the theoretical maximum amount of product (1.0 means a 100% yield; for example, 0.34 means a 34% yield). The yield is 0.970. The product is [CH2:1]([O:3][C:4](=[O:7])[CH2:5][N:18]([CH3:17])[C:19]1[CH:24]=[CH:23][CH:22]=[CH:21][CH:20]=1)[CH3:2]. The reactants are [CH2:1]([O:3][C:4](=[O:7])[CH2:5]Br)[CH3:2].CCN(C(C)C)C(C)C.[CH3:17][NH:18][C:19]1[CH:24]=[CH:23][CH:22]=[CH:21][CH:20]=1. The catalyst is CC(O)C.